This data is from HIV replication inhibition screening data with 41,000+ compounds from the AIDS Antiviral Screen. The task is: Binary Classification. Given a drug SMILES string, predict its activity (active/inactive) in a high-throughput screening assay against a specified biological target. (1) The drug is CC(C)=NNC(=S)NC12CC3CC(CC(C3)C1)C2. The result is 0 (inactive). (2) The result is 0 (inactive). The drug is Cc1noc2c1NC(=O)OC(C)(C)C2. (3) The drug is Nc1ccc(S(=O)(=O)NNc2nc(N3CCCCC3)nc(N3CCCCC3)n2)cc1. The result is 0 (inactive). (4) The result is 0 (inactive). The molecule is O=C1C(=Cc2ccc(Cl)cc2)CSCC1=Cc1ccc(Cl)cc1. (5) The molecule is CCCC[Sn]1(CCCC)OC(=O)c2ccc(C)cc2O1. The result is 0 (inactive). (6) The compound is CC(C)CN(CC(C)C)C(=O)C1CCCCC1C(=O)O. The result is 0 (inactive).